From a dataset of Forward reaction prediction with 1.9M reactions from USPTO patents (1976-2016). Predict the product of the given reaction. (1) Given the reactants [Cl:1][C:2]1[CH:3]=[CH:4][C:5]2[CH2:11][CH2:10][C:9]3[CH:12]=[CH:13][CH:14]=[CH:15][C:8]=3[NH:7][C:6]=2[CH:16]=1.[Cl:17][CH2:18][C:19](Cl)=[O:20], predict the reaction product. The product is: [Cl:17][CH2:18][C:19]([N:7]1[C:8]2[CH:15]=[CH:14][CH:13]=[CH:12][C:9]=2[CH2:10][CH2:11][C:5]2[CH:4]=[CH:3][C:2]([Cl:1])=[CH:16][C:6]1=2)=[O:20]. (2) Given the reactants C(OC([N:8]1[CH2:17][CH2:16][C:15]2[C:11](=[C:12](OS(C(F)(F)F)(=O)=O)[N:13]([C:18]3[CH:23]=[CH:22][CH:21]=[CH:20][CH:19]=3)[N:14]=2)[CH2:10][CH2:9]1)=O)(C)(C)C.[Cl:32][C:33]1[CH:34]=[C:35](B(O)O)[CH:36]=[CH:37][CH:38]=1, predict the reaction product. The product is: [Cl:32][C:33]1[CH:38]=[C:37]([C:12]2[N:13]([C:18]3[CH:19]=[CH:20][CH:21]=[CH:22][CH:23]=3)[N:14]=[C:15]3[C:11]=2[CH2:10][CH2:9][NH:8][CH2:17][CH2:16]3)[CH:36]=[CH:35][CH:34]=1. (3) Given the reactants [CH2:1]([N:3]([CH2:10][CH2:11][OH:12])[C:4]1[CH:9]=[CH:8][CH:7]=[CH:6][CH:5]=1)[CH3:2].[H-].[Na+].Br[CH2:16][C:17]1[CH:30]=[CH:29][C:20]([C:21]([C:23]2[CH:28]=[CH:27][CH:26]=[CH:25][CH:24]=2)=[O:22])=[CH:19][CH:18]=1, predict the reaction product. The product is: [CH2:1]([N:3]([C:4]1[CH:5]=[CH:6][CH:7]=[CH:8][CH:9]=1)[CH2:10][CH2:11][O:12][CH2:16][C:17]1[CH:30]=[CH:29][C:20]([C:21]([C:23]2[CH:28]=[CH:27][CH:26]=[CH:25][CH:24]=2)=[O:22])=[CH:19][CH:18]=1)[CH3:2]. (4) Given the reactants C([O-])(=O)C.[Na+].[CH3:6][O:7][CH:8]([O:19][CH3:20])[C:9]1[NH:13][N:12]=[C:11]([C:14]2[S:15][CH:16]=[CH:17][N:18]=2)[CH:10]=1.[Br:21]Br.[Na], predict the reaction product. The product is: [Br:21][C:10]1[C:11]([C:14]2[S:15][CH:16]=[CH:17][N:18]=2)=[N:12][NH:13][C:9]=1[CH:8]([O:7][CH3:6])[O:19][CH3:20]. (5) Given the reactants [Br:1][C:2]1[CH:7]=[CH:6][C:5]([S:8](Cl)(=[O:10])=[O:9])=[C:4]([Cl:12])[CH:3]=1.[CH:13]1[CH:18]=[CH:17][CH:16]=[CH:15][CH:14]=1.CCO, predict the reaction product. The product is: [Br:1][C:2]1[CH:7]=[CH:6][C:5]([S:8]([C:13]2[CH:18]=[CH:17][CH:16]=[CH:15][CH:14]=2)(=[O:10])=[O:9])=[C:4]([Cl:12])[CH:3]=1. (6) Given the reactants Br[C:2]1[C:7]([Cl:8])=[CH:6][N:5]=[C:4]([NH:9][C:10]([C@@H:12]2[CH2:17][CH2:16][CH2:15][N:14]([C:18]([O:20][C:21]([CH3:24])([CH3:23])[CH3:22])=[O:19])[CH2:13]2)=[O:11])[CH:3]=1.[CH3:25][C:26]1([CH3:42])[C:30]([CH3:32])([CH3:31])[O:29][B:28]([B:28]2[O:29][C:30]([CH3:32])([CH3:31])[C:26]([CH3:42])([CH3:25])[O:27]2)[O:27]1.C([O-])(=O)C.[K+], predict the reaction product. The product is: [Cl:8][C:7]1[C:2]([B:28]2[O:29][C:30]([CH3:32])([CH3:31])[C:26]([CH3:42])([CH3:25])[O:27]2)=[CH:3][C:4]([NH:9][C:10]([C@@H:12]2[CH2:17][CH2:16][CH2:15][N:14]([C:18]([O:20][C:21]([CH3:24])([CH3:23])[CH3:22])=[O:19])[CH2:13]2)=[O:11])=[N:5][CH:6]=1. (7) Given the reactants [Cl:1][C:2]1[C:3]([F:41])=[C:4]([CH:8]2[C:12]3([C:16]4=[N:17][CH:18]=[C:19]([F:21])[CH:20]=[C:15]4[NH:14][C:13]3=[O:22])[CH:11]([CH2:23][C:24]([CH3:27])([CH3:26])[CH3:25])[NH:10][CH:9]2[C:28]([NH:30][C:31]2[CH:36]=[CH:35][C:34]([C:37]#[N:38])=[CH:33][C:32]=2[O:39][CH3:40])=[O:29])[CH:5]=[CH:6][CH:7]=1.[OH:42]O.[OH-].[Na+], predict the reaction product. The product is: [C:37]([C:34]1[CH:35]=[CH:36][C:31]([NH:30][C:28]([CH:9]2[NH:10][CH:11]([CH2:23][C:24]([CH3:27])([CH3:25])[CH3:26])[C:12]3([C:16]4=[N:17][CH:18]=[C:19]([F:21])[CH:20]=[C:15]4[NH:14][C:13]3=[O:22])[CH:8]2[C:4]2[CH:5]=[CH:6][CH:7]=[C:2]([Cl:1])[C:3]=2[F:41])=[O:29])=[C:32]([O:39][CH3:40])[CH:33]=1)(=[O:42])[NH2:38]. (8) Given the reactants [F:1][C:2]1[CH:3]=[C:4]([C:9]2[C:13]([C:14](O)=[O:15])=[C:12](/[CH:17]=[CH:18]/[C:19]3[CH:24]=[CH:23][CH:22]=[CH:21][CH:20]=3)[O:11][N:10]=2)[CH:5]=[CH:6][C:7]=1[F:8].C(N(CC)CC)C.ClC(OCC)=O.[BH4-].[Na+].[OH-].[Na+], predict the reaction product. The product is: [F:1][C:2]1[CH:3]=[C:4]([C:9]2[C:13]([CH2:14][OH:15])=[C:12](/[CH:17]=[CH:18]/[C:19]3[CH:20]=[CH:21][CH:22]=[CH:23][CH:24]=3)[O:11][N:10]=2)[CH:5]=[CH:6][C:7]=1[F:8]. (9) Given the reactants [NH2:1][C:2](=[S:16])[C:3]([N:6]1[CH:10]=[C:9]([C:11]([O:13][CH2:14][CH3:15])=[O:12])[CH:8]=[N:7]1)([CH3:5])[CH3:4].Br[CH2:18][C:19]([C:21]1[CH:26]=[CH:25][C:24]([Cl:27])=[C:23]([Cl:28])[CH:22]=1)=O, predict the reaction product. The product is: [Cl:28][C:23]1[CH:22]=[C:21]([C:19]2[N:1]=[C:2]([C:3]([N:6]3[CH:10]=[C:9]([C:11]([O:13][CH2:14][CH3:15])=[O:12])[CH:8]=[N:7]3)([CH3:5])[CH3:4])[S:16][CH:18]=2)[CH:26]=[CH:25][C:24]=1[Cl:27].